From a dataset of Retrosynthesis with 50K atom-mapped reactions and 10 reaction types from USPTO. Predict the reactants needed to synthesize the given product. (1) Given the product O=C1N=C(N2CCOC(CO)C2)SC1=Cc1ccc2c(c1)c(Cl)nn2Cc1ccc(Cl)cc1C(F)(F)F, predict the reactants needed to synthesize it. The reactants are: O=C1CSC(N2CCO[C@H](CO)C2)=N1.O=Cc1ccc2c(c1)c(Cl)nn2Cc1ccc(Cl)cc1C(F)(F)F. (2) Given the product CCCCN(CCCC)CCCOc1ccccc1, predict the reactants needed to synthesize it. The reactants are: CCCCN(CCCC)CCCCl.Oc1ccccc1. (3) Given the product COc1cc2c(cc1OCCCBr)CCC2=O, predict the reactants needed to synthesize it. The reactants are: BrCCCBr.COc1cc2c(cc1O)CCC2=O. (4) Given the product CC1(C)CC(c2ccncc2[N+](=O)[O-])=CC(O)C1, predict the reactants needed to synthesize it. The reactants are: CC1(C)CC(=O)C=C(c2ccncc2[N+](=O)[O-])C1. (5) Given the product CCCC[C@H]1CC[C@@H](O)[C@@H]1CO, predict the reactants needed to synthesize it. The reactants are: CCCC[C@H]1CC[C@@H](O)[C@@H]1COCc1ccccc1.